This data is from Full USPTO retrosynthesis dataset with 1.9M reactions from patents (1976-2016). The task is: Predict the reactants needed to synthesize the given product. (1) Given the product [CH:1]1([N:4]([CH2:5][C:6]2[CH:11]=[CH:10][C:9]([C:12]#[C:13][C:24]3[CH:25]=[CH:26][C:21]([CH2:20][C:19]([O:18][CH3:17])=[O:28])=[CH:22][CH:23]=3)=[CH:8][C:7]=2[CH3:14])[CH2:15][CH3:16])[CH2:3][CH2:2]1, predict the reactants needed to synthesize it. The reactants are: [CH:1]1([N:4]([CH2:15][CH3:16])[CH2:5][C:6]2[CH:11]=[CH:10][C:9]([C:12]#[CH:13])=[CH:8][C:7]=2[CH3:14])[CH2:3][CH2:2]1.[CH3:17][O:18][C:19](=[O:28])[CH2:20][C:21]1[CH:26]=[CH:25][C:24](I)=[CH:23][CH:22]=1. (2) The reactants are: [C:1](OC(=O)C)(=[O:3])[CH3:2].[CH3:8][O:9][C:10]1[CH:11]=[C:12](/[CH:22]=[C:23]2\[CH2:24][CH2:25][C@H:26]3[CH2:31][NH:30][CH2:29][C@@H:28]([C:32]4[CH:37]=[C:36]([F:38])[C:35]([F:39])=[C:34]([F:40])[CH:33]=4)[N:27]3[C:41]\2=[O:42])[CH:13]=[CH:14][C:15]=1[N:16]1[CH:20]=[C:19]([CH3:21])[N:18]=[CH:17]1. Given the product [C:1]([N:30]1[CH2:29][C@@H:28]([C:32]2[CH:37]=[C:36]([F:38])[C:35]([F:39])=[C:34]([F:40])[CH:33]=2)[N:27]2[C:41](=[O:42])/[C:23](=[CH:22]/[C:12]3[CH:13]=[CH:14][C:15]([N:16]4[CH:20]=[C:19]([CH3:21])[N:18]=[CH:17]4)=[C:10]([O:9][CH3:8])[CH:11]=3)/[CH2:24][CH2:25][C@H:26]2[CH2:31]1)(=[O:3])[CH3:2], predict the reactants needed to synthesize it. (3) Given the product [CH3:8][N:9]([CH3:14])[S:10]([N:3]1[CH:7]=[CH:6][CH:5]=[N:4]1)(=[O:12])=[O:11], predict the reactants needed to synthesize it. The reactants are: [H-].[Na+].[NH:3]1[CH:7]=[CH:6][CH:5]=[N:4]1.[CH3:8][N:9]([CH3:14])[S:10](Cl)(=[O:12])=[O:11].C(=O)([O-])O.[Na+]. (4) The reactants are: [Cl:1][C:2]1[C:3]([C:33]2[CH:38]=[C:37]([Cl:39])[CH:36]=[CH:35][C:34]=2[C:40]#[N:41])=[CH:4][C:5](=[O:32])[N:6]([CH:8]([CH2:25][C@@H:26]2[CH2:31][CH2:30][CH2:29][CH2:28][O:27]2)[C:9]([NH:11][C:12]2[CH:24]=[CH:23][C:15]([C:16]([O:18]C(C)(C)C)=[O:17])=[CH:14][CH:13]=2)=[O:10])[CH:7]=1.C(O)(C(F)(F)F)=O. Given the product [Cl:1][C:2]1[C:3]([C:33]2[CH:38]=[C:37]([Cl:39])[CH:36]=[CH:35][C:34]=2[C:40]#[N:41])=[CH:4][C:5](=[O:32])[N:6]([CH:8]([CH2:25][C@@H:26]2[CH2:31][CH2:30][CH2:29][CH2:28][O:27]2)[C:9]([NH:11][C:12]2[CH:24]=[CH:23][C:15]([C:16]([OH:18])=[O:17])=[CH:14][CH:13]=2)=[O:10])[CH:7]=1, predict the reactants needed to synthesize it.